From a dataset of Catalyst prediction with 721,799 reactions and 888 catalyst types from USPTO. Predict which catalyst facilitates the given reaction. Reactant: Cl[C:2]1[C:12]([C:13]#[N:14])=[CH:11][C:5]([C:6]([O:8][CH2:9][CH3:10])=[O:7])=[C:4]([C:15]([F:18])([F:17])[F:16])[N:3]=1.[NH:19]1[CH2:23][CH2:22][CH:21]([CH2:24][C:25]([OH:27])=[O:26])[CH2:20]1. Product: [C:13]([C:12]1[C:2]([N:19]2[CH2:23][CH2:22][CH:21]([CH2:24][C:25]([OH:27])=[O:26])[CH2:20]2)=[N:3][C:4]([C:15]([F:18])([F:17])[F:16])=[C:5]([C:6]([O:8][CH2:9][CH3:10])=[O:7])[CH:11]=1)#[N:14]. The catalyst class is: 315.